Dataset: Full USPTO retrosynthesis dataset with 1.9M reactions from patents (1976-2016). Task: Predict the reactants needed to synthesize the given product. (1) Given the product [C:1]([O:5][C:6](=[O:18])[NH:7][C:8]1[C:9]([CH3:17])=[N:10][N:11]2[C:15]([Br:24])=[C:14]([CH3:16])[S:13][C:12]=12)([CH3:4])([CH3:3])[CH3:2], predict the reactants needed to synthesize it. The reactants are: [C:1]([O:5][C:6](=[O:18])[NH:7][C:8]1[C:9]([CH3:17])=[N:10][N:11]2[CH:15]=[C:14]([CH3:16])[S:13][C:12]=12)([CH3:4])([CH3:3])[CH3:2].C([Li])CCC.[Br:24]C(F)(F)C(F)(F)Br.[Cl-].[NH4+]. (2) Given the product [CH:25]1([N:3]2[CH2:2][CH2:1][C:7]3[CH:8]=[CH:9][C:10]([O:12][C:13]4[N:14]=[CH:15][C:16]([N:19]5[CH2:23][CH2:22][CH2:21][C:20]5=[O:24])=[N:17][CH:18]=4)=[CH:11][C:6]=3[CH2:5][CH2:4]2)[CH2:29][CH2:28][CH2:27][CH2:26]1, predict the reactants needed to synthesize it. The reactants are: [CH2:1]1[C:7]2[CH:8]=[CH:9][C:10]([O:12][C:13]3[N:14]=[CH:15][C:16]([N:19]4[CH2:23][CH2:22][CH2:21][C:20]4=[O:24])=[N:17][CH:18]=3)=[CH:11][C:6]=2[CH2:5][CH2:4][NH:3][CH2:2]1.[C:25]1(=O)[CH2:29][CH2:28][CH2:27][CH2:26]1.C(O[BH-](OC(=O)C)OC(=O)C)(=O)C.[Na+]. (3) Given the product [CH:33]([OH:40])=[O:32].[C:41]([NH:34][C@H:35]1[CH2:39][CH2:38][N:37]([C:2]2[N:10]=[C:9]([NH:24][C:23]3[CH:25]=[CH:26][C:20]([N:17]4[CH2:18][CH2:19][C:14]([F:13])([F:27])[CH2:15][CH2:16]4)=[CH:21][CH:22]=3)[C:8]([F:12])=[CH:7][C:3]=2[C:4]([NH2:6])=[O:5])[CH2:36]1)(=[O:45])[CH:42]=[CH2:43], predict the reactants needed to synthesize it. The reactants are: Cl[C:2]1[N:10]=[C:9](Cl)[C:8]([F:12])=[CH:7][C:3]=1[C:4]([NH2:6])=[O:5].[F:13][C:14]1([F:27])[CH2:19][CH2:18][N:17]([C:20]2[CH:26]=[CH:25][C:23]([NH2:24])=[CH:22][CH:21]=2)[CH2:16][CH2:15]1.C([O:32][C:33](=[O:40])[NH:34][C@H:35]1[CH2:39][CH2:38][NH:37][CH2:36]1)(C)(C)C.[C:41]([OH:45])(=O)[CH:42]=[CH2:43]. (4) Given the product [CH3:17][O:18][C:19]1[CH:24]=[CH:23][CH:22]=[CH:21][C:20]=1[N:25]1[CH2:26][CH2:27][N:28]([CH2:31][CH2:32][CH2:33][CH2:34][NH:35][C:14]([C:2]2[CH:1]=[CH:13][C:12]3[C:11]4[C:6](=[CH:7][CH:8]=[CH:9][CH:10]=4)[CH2:5][C:4]=3[CH:3]=2)=[O:15])[CH2:29][CH2:30]1, predict the reactants needed to synthesize it. The reactants are: [CH:1]1[C:13]2[CH2:12][C:11]3[C:6](=[CH:7][CH:8]=[CH:9][CH:10]=3)[C:5]=2[CH:4]=[CH:3][C:2]=1[C:14](O)=[O:15].[CH3:17][O:18][C:19]1[CH:24]=[CH:23][CH:22]=[CH:21][C:20]=1[N:25]1[CH2:30][CH2:29][N:28]([CH2:31][CH2:32][CH2:33][CH2:34][NH2:35])[CH2:27][CH2:26]1.Cl. (5) Given the product [CH2:21]([O:27][C:11]1[C:12]([F:17])=[C:13]([F:16])[C:14]([Br:15])=[C:9]([F:8])[C:10]=1[F:19])[CH2:22][CH2:23][CH2:24][CH2:25][CH3:26], predict the reactants needed to synthesize it. The reactants are: [OH-].[Na+].C1COCC1.[F:8][C:9]1[C:14]([Br:15])=[C:13]([F:16])[C:12]([F:17])=[C:11](F)[C:10]=1[F:19].O.[CH2:21]([OH:27])[CH2:22][CH2:23][CH2:24][CH2:25][CH3:26]. (6) Given the product [O:41]1[C:45]2[CH:46]=[CH:47][C:48]([C:50]3([CH3:57])[NH:54][C:53](=[O:55])[N:52]([CH2:29][CH2:28][CH2:27][CH2:26][CH2:25][CH2:24][O:23][C:22]4[C:21]5[C:16](=[C:17]([C:31]([F:34])([F:33])[F:32])[CH:18]=[CH:19][CH:20]=5)[N:15]=[CH:14][C:13]=4[CH2:6][C:7]4[CH:12]=[CH:11][CH:10]=[CH:9][CH:8]=4)[C:51]3=[O:56])=[CH:49][C:44]=2[O:43][CH2:42]1, predict the reactants needed to synthesize it. The reactants are: CN(C=O)C.[CH2:6]([C:13]1[CH:14]=[N:15][C:16]2[C:21]([C:22]=1[O:23][CH2:24][CH2:25][CH2:26][CH2:27][CH2:28][CH2:29]Br)=[CH:20][CH:19]=[CH:18][C:17]=2[C:31]([F:34])([F:33])[F:32])[C:7]1[CH:12]=[CH:11][CH:10]=[CH:9][CH:8]=1.C(=O)([O-])[O-].[K+].[K+].[O:41]1[C:45]2[CH:46]=[CH:47][C:48]([C:50]3([CH3:57])[NH:54][C:53](=[O:55])[NH:52][C:51]3=[O:56])=[CH:49][C:44]=2[O:43][CH2:42]1. (7) Given the product [CH:1]1([CH2:6][C@@H:7]([C:20]([NH:22][NH:23][C:24]2[C:29]([F:30])=[C:28]([N:31]3[CH2:35][C@@H:34]([OH:36])[C:33]([CH3:37])([CH3:38])[CH2:32]3)[N:27]=[C:26]([CH3:39])[N:25]=2)=[O:21])[CH2:8][N:9]([OH:12])[CH:10]=[O:11])[CH2:5][CH2:4][CH2:3][CH2:2]1, predict the reactants needed to synthesize it. The reactants are: [CH:1]1([CH2:6][C@@H:7]([C:20]([NH:22][NH:23][C:24]2[C:29]([F:30])=[C:28]([N:31]3[CH2:35][C@@H:34]([OH:36])[C:33]([CH3:38])([CH3:37])[CH2:32]3)[N:27]=[C:26]([CH3:39])[N:25]=2)=[O:21])[CH2:8][N:9]([O:12]CC2C=CC=CC=2)[CH:10]=[O:11])[CH2:5][CH2:4][CH2:3][CH2:2]1. (8) Given the product [CH2:9]([N:8]([CH2:11][CH3:12])[C:6]1[N:7]=[C:2]([C:17]#[N:18])[CH:3]=[C:4]([C:13]([F:16])([F:15])[F:14])[CH:5]=1)[CH3:10], predict the reactants needed to synthesize it. The reactants are: Cl[C:2]1[N:7]=[C:6]([N:8]([CH2:11][CH3:12])[CH2:9][CH3:10])[CH:5]=[C:4]([C:13]([F:16])([F:15])[F:14])[CH:3]=1.[C:17]([Zn]C#N)#[N:18].